This data is from Full USPTO retrosynthesis dataset with 1.9M reactions from patents (1976-2016). The task is: Predict the reactants needed to synthesize the given product. (1) Given the product [Cl:8][C:7]1[N:6]=[C:5]([C:9]([O:11][CH3:12])=[O:10])[CH:4]=[CH:3][C:2]=1[C:15]1[CH:16]=[C:17]([O:20][CH3:21])[CH:18]=[CH:19][C:14]=1[F:13], predict the reactants needed to synthesize it. The reactants are: Br[C:2]1[CH:3]=[CH:4][C:5]([C:9]([O:11][CH3:12])=[O:10])=[N:6][C:7]=1[Cl:8].[F:13][C:14]1[CH:19]=[CH:18][C:17]([O:20][CH3:21])=[CH:16][C:15]=1B(O)O.C(=O)([O-])[O-].[Na+].[Na+]. (2) Given the product [CH2:1]([N:8]1[CH2:13][CH2:12][CH:11]([CH2:14][CH2:15][CH2:16][OH:17])[CH:10]([C:18]([O:20][CH3:21])=[O:19])[CH2:9]1)[C:2]1[CH:3]=[CH:4][CH:5]=[CH:6][CH:7]=1, predict the reactants needed to synthesize it. The reactants are: [CH2:1]([N:8]1[CH2:13][CH2:12][C:11]([C:14]#[C:15][CH2:16][OH:17])=[C:10]([C:18]([O:20][CH3:21])=[O:19])[CH2:9]1)[C:2]1[CH:7]=[CH:6][CH:5]=[CH:4][CH:3]=1. (3) Given the product [CH3:1][C:2]1[CH2:7][CH2:6][CH2:5][C:4]([CH3:9])([CH3:8])[C:3]=1[CH2:10][NH:12][C:13]1[CH:14]=[C:15]([CH:18]=[CH:19][CH:20]=1)[C:16]#[N:17], predict the reactants needed to synthesize it. The reactants are: [CH3:1][C:2]1[CH2:7][CH2:6][CH2:5][C:4]([CH3:9])([CH3:8])[C:3]=1[CH:10]=O.[NH2:12][C:13]1[CH:14]=[C:15]([CH:18]=[CH:19][CH:20]=1)[C:16]#[N:17].C(O)(=O)C.C([BH3-])#N.[Na+]. (4) Given the product [CH3:1][NH:2][CH2:6][CH:5]([C:7]1[O:8][C:9]([C:12]2[CH:17]=[CH:16][CH:15]=[CH:14][CH:13]=2)=[CH:10][CH:11]=1)[OH:4], predict the reactants needed to synthesize it. The reactants are: [CH3:1][N:2]1[CH2:6][CH:5]([C:7]2[O:8][C:9]([C:12]3[CH:17]=[CH:16][CH:15]=[CH:14][CH:13]=3)=[CH:10][CH:11]=2)[O:4]C1=O.[OH-].[K+].[Na+].[Cl-].